Dataset: Full USPTO retrosynthesis dataset with 1.9M reactions from patents (1976-2016). Task: Predict the reactants needed to synthesize the given product. (1) Given the product [OH:13][C:14]1[CH:19]=[CH:18][C:17]([CH2:20][NH:21][C:2]([NH:1][C:4]2[CH:12]=[CH:11][C:7]3[NH:8][CH:9]=[N:10][C:6]=3[CH:5]=2)=[S:3])=[CH:16][C:15]=1[O:22][CH3:23], predict the reactants needed to synthesize it. The reactants are: [N:1]([C:4]1[CH:12]=[CH:11][C:7]2[NH:8][CH:9]=[N:10][C:6]=2[CH:5]=1)=[C:2]=[S:3].[OH:13][C:14]1[CH:19]=[CH:18][C:17]([CH2:20][NH2:21])=[CH:16][C:15]=1[O:22][CH3:23]. (2) Given the product [Cl:1][C:2]1[CH:3]=[CH:4][C:5]([S:8]([N:11]([CH2:20][C:21]2[CH:26]=[CH:25][C:24]([N+:27]([O-:29])=[O:28])=[CH:23][CH:22]=2)[CH2:12][C:13]2[CH:18]=[CH:17][CH:16]=[CH:15][N:14]=2)(=[O:10])=[O:9])=[CH:6][CH:7]=1, predict the reactants needed to synthesize it. The reactants are: [Cl:1][C:2]1[CH:7]=[CH:6][C:5]([S:8]([NH:11][CH2:12][C:13]2[CH:18]=[CH:17][CH:16]=[CH:15][N:14]=2)(=[O:10])=[O:9])=[CH:4][CH:3]=1.Br[CH2:20][C:21]1[CH:26]=[CH:25][C:24]([N+:27]([O-:29])=[O:28])=[CH:23][CH:22]=1. (3) Given the product [CH2:1]([O:8][C:9]1[CH:10]=[CH:11][C:12]([C:15]2[CH:19]=[C:18]([CH2:20][N:26]3[CH:30]=[CH:29][N:28]=[CH:27]3)[O:17][N:16]=2)=[CH:13][CH:14]=1)[C:2]1[CH:3]=[CH:4][CH:5]=[CH:6][CH:7]=1, predict the reactants needed to synthesize it. The reactants are: [CH2:1]([O:8][C:9]1[CH:14]=[CH:13][C:12]([C:15]2[CH:19]=[C:18]([CH2:20]OS(C)(=O)=O)[O:17][N:16]=2)=[CH:11][CH:10]=1)[C:2]1[CH:7]=[CH:6][CH:5]=[CH:4][CH:3]=1.[NH:26]1[CH:30]=[CH:29][N:28]=[CH:27]1.C(=O)([O-])[O-].[K+].[K+]. (4) Given the product [CH3:19][C:16]1[CH:15]=[CH:14][C:13]([CH:7]([CH:4]2[CH2:3][CH2:2][O:1][CH2:6][CH2:5]2)[C:8]([O:10][CH2:11][CH3:12])=[O:9])=[CH:18][CH:17]=1, predict the reactants needed to synthesize it. The reactants are: [O:1]1[CH2:6][CH:5]=[C:4]([CH:7]([C:13]2[CH:18]=[CH:17][C:16]([CH3:19])=[CH:15][CH:14]=2)[C:8]([O:10][CH2:11][CH3:12])=[O:9])[CH2:3][CH2:2]1. (5) Given the product [C:1]([C:5]1[N:6]=[C:7]([N:16]2[CH2:20][CH2:19][C:18]([F:21])([F:22])[CH2:17]2)[C:8]2[N:13]=[N:12][N:11]([CH2:14][C:15]3[CH:48]=[CH:49][CH:50]=[CH:45][C:46]=3[S:51]([CH3:54])(=[O:53])=[O:52])[C:9]=2[N:10]=1)([CH3:2])([CH3:3])[CH3:4], predict the reactants needed to synthesize it. The reactants are: [C:1]([C:5]1[N:6]=[C:7]([N:16]2[CH2:20][CH2:19][C:18]([F:22])([F:21])[CH2:17]2)[C:8]2[N:13]=[N:12][N:11]([CH2:14][CH3:15])[C:9]=2[N:10]=1)([CH3:4])([CH3:3])[CH3:2].C(C1N=C(N2CCC(F)(F)C2)C2N=NNC=2N=1)(C)(C)C.BrC[C:45]1[CH:50]=[CH:49][CH:48]=C[C:46]=1[S:51]([CH3:54])(=[O:53])=[O:52]. (6) Given the product [Cl:23][C:8]1[CH:7]=[C:6]([CH:4]([NH2:1])[CH3:5])[C:15]([C:16]2[CH:21]=[CH:20][CH:19]=[C:18]([F:22])[CH:17]=2)=[C:14]2[C:9]=1[CH:10]=[CH:11][N:12]=[CH:13]2, predict the reactants needed to synthesize it. The reactants are: [N:1]([CH:4]([C:6]1[C:15]([C:16]2[CH:21]=[CH:20][CH:19]=[C:18]([F:22])[CH:17]=2)=[C:14]2[C:9]([CH:10]=[CH:11][N:12]=[CH:13]2)=[C:8]([Cl:23])[CH:7]=1)[CH3:5])=[N+]=[N-].CP(C)C. (7) Given the product [ClH:39].[CH2:1]([C:3]1[O:7][C:6]([CH2:8][N:9]2[C:14]3[CH:15]=[C:16]([C:18]4[CH:23]=[CH:22][CH:21]=[CH:20][CH:19]=4)[S:17][C:13]=3[C:12](=[O:24])[N:11]([CH:25]3[CH2:30][CH2:29][NH:28][CH2:27][CH2:26]3)[C:10]2=[O:38])=[N:5][CH:4]=1)[CH3:2], predict the reactants needed to synthesize it. The reactants are: [CH2:1]([C:3]1[O:7][C:6]([CH2:8][N:9]2[C:14]3[CH:15]=[C:16]([C:18]4[CH:23]=[CH:22][CH:21]=[CH:20][CH:19]=4)[S:17][C:13]=3[C:12](=[O:24])[N:11]([CH:25]3[CH2:30][CH2:29][N:28](C(OC(C)(C)C)=O)[CH2:27][CH2:26]3)[C:10]2=[O:38])=[N:5][CH:4]=1)[CH3:2].[ClH:39].